Predict the reactants needed to synthesize the given product. From a dataset of Full USPTO retrosynthesis dataset with 1.9M reactions from patents (1976-2016). (1) Given the product [Br:21][CH2:13][C:4]1[CH:5]=[C:6]([CH:11]=[CH:12][C:3]=1[O:2][CH3:1])[C:7]([O:9][CH3:10])=[O:8], predict the reactants needed to synthesize it. The reactants are: [CH3:1][O:2][C:3]1[CH:12]=[CH:11][C:6]([C:7]([O:9][CH3:10])=[O:8])=[CH:5][C:4]=1[CH3:13].C1C(=O)N([Br:21])C(=O)C1.C(OOC(=O)C1C=CC=CC=1)(=O)C1C=CC=CC=1. (2) Given the product [C:1]([C:4]1[CH:5]=[CH:6][C:7]([N:10]2[C:11](=[O:12])[NH:13][NH:14][C:15]2=[O:17])=[CH:8][CH:9]=1)(=[O:3])[CH3:2], predict the reactants needed to synthesize it. The reactants are: [C:1]([C:4]1[CH:9]=[CH:8][C:7]([NH:10][C:11]([NH:13][NH:14][C:15]([O:17]CC)=O)=[O:12])=[CH:6][CH:5]=1)(=[O:3])[CH3:2].C([O-])([O-])=O.[K+].[K+].Cl.O1CCOCC1. (3) The reactants are: [CH2:1]([O:8][C:9]1[CH:10]=[C:11](Br)[C:12]2[S:16][CH:15]=[N:14][C:13]=2[CH:17]=1)[C:2]1[CH:7]=[CH:6][CH:5]=[CH:4][CH:3]=1.C(P(C(C)(C)C)C1C=CC=CC=1C1C(C(C)C)=CC(C(C)C)=CC=1C(C)C)(C)(C)C.[OH-:49].[K+].Cl. Given the product [CH2:1]([O:8][C:9]1[CH:10]=[C:11]([OH:49])[C:12]2[S:16][CH:15]=[N:14][C:13]=2[CH:17]=1)[C:2]1[CH:7]=[CH:6][CH:5]=[CH:4][CH:3]=1, predict the reactants needed to synthesize it. (4) The reactants are: N[C:2]1([CH:30]2[C:35](=[O:36])[N:34]3[C:37]4[CH:43]=[CH:42][CH:41]=[CH:40][C:38]=4[NH:39][C:33]3=[N:32][C:31]2=[O:44])[C:10]2[N:9]=[C:8]3[CH:11]=[CH:12][CH:13]=[CH:14][C:7]3=[N:6][C:5]=2[C:4](=[C:15]2[C:20](=[O:21])[N:19]3[C:22]4[CH:28]=[CH:27][CH:26]=[CH:25][C:23]=4[NH:24][C:18]3=[N:17][C:16]2=[O:29])[NH:3]1.O. Given the product [O:44]=[C:31]1[C:30](=[C:2]2[C:10]3[N:9]=[C:8]4[CH:11]=[CH:12][CH:13]=[CH:14][C:7]4=[N:6][C:5]=3[C:4](=[C:15]3[C:20](=[O:21])[N:19]4[C:22]5[CH:28]=[CH:27][CH:26]=[CH:25][C:23]=5[NH:24][C:18]4=[N:17][C:16]3=[O:29])[NH:3]2)[C:35](=[O:36])[N:34]2[C:37]3[CH:43]=[CH:42][CH:41]=[CH:40][C:38]=3[NH:39][C:33]2=[N:32]1, predict the reactants needed to synthesize it. (5) Given the product [NH2:2][CH2:1][C:3]([CH3:23])([CH2:20][S:21][CH3:22])[C:4]([N:6]([C:8]1[S:9][C:10]([C:13]2[CH:14]=[N:15][CH:16]=[C:17]([F:19])[CH:18]=2)=[N:11][N:12]=1)[CH3:7])=[O:5], predict the reactants needed to synthesize it. The reactants are: [C:1]([C:3]([CH3:23])([CH2:20][S:21][CH3:22])[C:4]([N:6]([C:8]1[S:9][C:10]([C:13]2[CH:14]=[N:15][CH:16]=[C:17]([F:19])[CH:18]=2)=[N:11][N:12]=1)[CH3:7])=[O:5])#[N:2].[H][H]. (6) Given the product [NH2:11][C:9]1[CH:8]=[CH:7][C:4]([C:5]#[N:6])=[C:3]([CH2:1][CH3:2])[CH:10]=1, predict the reactants needed to synthesize it. The reactants are: [CH2:1]([C:3]1[CH:10]=[C:9]([N+:11]([O-])=O)[CH:8]=[CH:7][C:4]=1[C:5]#[N:6])[CH3:2].Cl. (7) Given the product [Cl:16][C:14]1[CH:13]=[CH:12][C:10]2[N:11]3[C:2]([N:18]4[CH2:23][CH2:22][C:21]5([C:27]6[CH:28]=[CH:29][CH:30]=[CH:31][C:26]=6[C:25](=[O:32])[O:24]5)[CH2:20][CH2:19]4)=[N:3][N:4]=[C:5]3[CH2:6][N:7]([CH3:17])[CH2:8][C:9]=2[CH:15]=1, predict the reactants needed to synthesize it. The reactants are: Br[C:2]1[N:11]2[C:5]([CH2:6][N:7]([CH3:17])[CH2:8][C:9]3[CH:15]=[C:14]([Cl:16])[CH:13]=[CH:12][C:10]=32)=[N:4][N:3]=1.[NH:18]1[CH2:23][CH2:22][C:21]2([C:27]3[CH:28]=[CH:29][CH:30]=[CH:31][C:26]=3[C:25](=[O:32])[O:24]2)[CH2:20][CH2:19]1.